Dataset: Peptide-MHC class II binding affinity with 134,281 pairs from IEDB. Task: Regression. Given a peptide amino acid sequence and an MHC pseudo amino acid sequence, predict their binding affinity value. This is MHC class II binding data. (1) The peptide sequence is EDKFLANVSTVLTGK. The MHC is DRB1_1602 with pseudo-sequence DRB1_1602. The binding affinity (normalized) is 0.778. (2) The peptide sequence is NDVSTYASGKVWGQK. The MHC is DRB5_0101 with pseudo-sequence DRB5_0101. The binding affinity (normalized) is 0.476. (3) The peptide sequence is KPQEGTVVAVGPGRW. The MHC is DRB1_0401 with pseudo-sequence DRB1_0401. The binding affinity (normalized) is 0.